From a dataset of TCR-epitope binding with 47,182 pairs between 192 epitopes and 23,139 TCRs. Binary Classification. Given a T-cell receptor sequence (or CDR3 region) and an epitope sequence, predict whether binding occurs between them. (1) Result: 1 (the TCR binds to the epitope). The epitope is PROT_97E67BCC. The TCR CDR3 sequence is CASTKGASGSGEQFF. (2) The epitope is KLGGALQAK. The TCR CDR3 sequence is CASSYRTSGINTQYF. Result: 1 (the TCR binds to the epitope). (3) The epitope is CLGGLLTMV. The TCR CDR3 sequence is CSANSGEGGTTDTQYF. Result: 1 (the TCR binds to the epitope). (4) The epitope is PROT_97E67BCC. The TCR CDR3 sequence is CASRAGTSGTGELFF. Result: 1 (the TCR binds to the epitope). (5) The epitope is TFYLTNDVSFL. The TCR CDR3 sequence is CASSLGSSEAFF. Result: 1 (the TCR binds to the epitope). (6) The epitope is KAFSPEVIPMF. The TCR CDR3 sequence is CASTGGGYGYTF. Result: 1 (the TCR binds to the epitope).